This data is from Catalyst prediction with 721,799 reactions and 888 catalyst types from USPTO. The task is: Predict which catalyst facilitates the given reaction. (1) Reactant: [CH3:1][O:2][C:3]1[CH:8]=[C:7]([N:9]2[CH2:14][CH2:13][N:12]([CH3:15])[CH2:11][CH2:10]2)[CH:6]=[CH:5][C:4]=1[NH:16][C:17]1[N:22]=[C:21]([O:23][C:24]2[CH:29]=[CH:28][CH:27]=[C:26]([N+:30]([O-])=O)[CH:25]=2)[C:20]2=[CH:33][CH:34]=[CH:35][N:19]2[N:18]=1. Product: [NH2:30][C:26]1[CH:25]=[C:24]([CH:29]=[CH:28][CH:27]=1)[O:23][C:21]1[C:20]2=[CH:33][CH:34]=[CH:35][N:19]2[N:18]=[C:17]([NH:16][C:4]2[CH:5]=[CH:6][C:7]([N:9]3[CH2:10][CH2:11][N:12]([CH3:15])[CH2:13][CH2:14]3)=[CH:8][C:3]=2[O:2][CH3:1])[N:22]=1. The catalyst class is: 29. (2) Reactant: [NH2:1][C:2]1[C:7]([S:8]([NH:11][C:12]2[CH:17]=[CH:16][C:15]([CH3:18])=[C:14]([CH3:19])[N:13]=2)(=[O:10])=[O:9])=[CH:6][CH:5]=[CH:4][N:3]=1.Cl[C:21](Cl)([O:23]C(=O)OC(Cl)(Cl)Cl)Cl. Product: [CH3:18][C:15]1[CH:16]=[CH:17][C:12]([N:11]2[C:21](=[O:23])[NH:1][C:2]3[N:3]=[CH:4][CH:5]=[CH:6][C:7]=3[S:8]2(=[O:10])=[O:9])=[N:13][C:14]=1[CH3:19]. The catalyst class is: 12.